The task is: Predict the product of the given reaction.. This data is from Forward reaction prediction with 1.9M reactions from USPTO patents (1976-2016). (1) Given the reactants CCCC[N+](CCCC)(CCCC)CCCC.[F-].[Si]([O:26][C@@H:27]1[CH2:36][C@@H:35]2[N:30]([C:31](=[O:52])/[C:32](=[CH:37]/[C:38]3[CH:43]=[CH:42][C:41]([N:44]4[CH:48]=[C:47]([CH3:49])[N:46]=[CH:45]4)=[C:40]([O:50][CH3:51])[CH:39]=3)/[CH2:33][CH2:34]2)[C@H:29]([C:53]2[CH:58]=[C:57]([F:59])[C:56]([F:60])=[C:55]([F:61])[CH:54]=2)[CH2:28]1)(C(C)(C)C)(C)C.[Cl-].[NH4+].C(OCC)(=O)C, predict the reaction product. The product is: [F:59][C:57]1[CH:58]=[C:53]([C@@H:29]2[CH2:28][C@H:27]([OH:26])[CH2:36][C@@H:35]3[N:30]2[C:31](=[O:52])/[C:32](=[CH:37]/[C:38]2[CH:43]=[CH:42][C:41]([N:44]4[CH:48]=[C:47]([CH3:49])[N:46]=[CH:45]4)=[C:40]([O:50][CH3:51])[CH:39]=2)/[CH2:33][CH2:34]3)[CH:54]=[C:55]([F:61])[C:56]=1[F:60]. (2) Given the reactants [N:1]1[CH:2]=[N:3][N:4]2[CH:9]=[C:8]([C:10](=O)[C:11]([C:13]3[CH:18]=[CH:17][CH:16]=[C:15]([CH3:19])[N:14]=3)=O)[CH:7]=[CH:6][C:5]=12.C([O-])(O)=O.[Na+].CO[C:28]([CH3:31])([CH3:30])[CH3:29], predict the reaction product. The product is: [N:1]1[CH:2]=[N:3][N:4]2[CH:9]=[C:8]([C:10]3[N:1]=[C:5]([CH2:29][C:28]4[CH:31]=[C:11]([CH:10]=[CH:8][CH:30]=4)[C:13]#[N:14])[NH:4][C:11]=3[C:13]3[CH:18]=[CH:17][CH:16]=[C:15]([CH3:19])[N:14]=3)[CH:7]=[CH:6][C:5]=12.